Dataset: Catalyst prediction with 721,799 reactions and 888 catalyst types from USPTO. Task: Predict which catalyst facilitates the given reaction. (1) Reactant: CN(C(ON1N=NC2C=CC=NC1=2)=[N+](C)C)C.F[P-](F)(F)(F)(F)F.[F:25][C:26]1[CH:27]=[C:28]([NH:37][C:38]([C@@H:40]2[NH:49][CH2:48][CH2:47][C:46]3[N:45]=[C:44]([O:50][CH3:51])[CH:43]=[CH:42][C:41]2=3)=[O:39])[CH:29]=[C:30]([F:36])[C:31]=1[Si:32]([CH3:35])([CH3:34])[CH3:33].[CH2:52]([O:59][C:60](=[O:68])[CH2:61][C@@H:62]1[CH2:64][C@H:63]1[C:65]([OH:67])=[O:66])[C:53]1[CH:58]=[CH:57][CH:56]=[CH:55][CH:54]=1.CCN(C(C)C)C(C)C. Product: [F:36][C:30]1[CH:29]=[C:28]([NH:37][C:38]([C@@H:40]2[N:49]([C:65]([C@H:63]3[CH2:64][C@@H:62]3[CH2:61][C:60]([O:59][CH2:52][C:53]3[CH:54]=[CH:55][CH:56]=[CH:57][CH:58]=3)=[O:68])=[O:66])[CH2:48][CH2:47][C:46]3[N:45]=[C:44]([O:50][CH3:51])[CH:43]=[CH:42][C:41]2=3)=[O:39])[CH:27]=[C:26]([F:25])[C:31]=1[Si:32]([CH3:35])([CH3:34])[CH3:33].[F:36][C:30]1[CH:29]=[C:28]([NH:37][C:38]([C@@H:40]2[N:49]([C:65]([C@@H:63]3[CH2:64][C@H:62]3[CH2:61][C:60]([O:59][CH2:52][C:53]3[CH:54]=[CH:55][CH:56]=[CH:57][CH:58]=3)=[O:68])=[O:67])[CH2:48][CH2:47][C:46]3[N:45]=[C:44]([O:50][CH3:51])[CH:43]=[CH:42][C:41]2=3)=[O:39])[CH:27]=[C:26]([F:25])[C:31]=1[Si:32]([CH3:35])([CH3:34])[CH3:33]. The catalyst class is: 18. (2) Reactant: Cl.[CH3:2][C:3]1[C:8]([CH2:9][O:10][C:11]2[CH:16]=[CH:15][C:14]([CH2:17][C:18]([OH:20])=O)=[CH:13][CH:12]=2)=[CH:7][CH:6]=[CH:5][N:4]=1.[Cl:21][C:22]1[CH:27]=[CH:26][C:25]([CH:28]([C:30]2[CH:35]=[CH:34][CH:33]=[CH:32][CH:31]=2)[NH2:29])=[CH:24][C:23]=1[CH3:36].C(Cl)CCl.C1C=CC2N(O)N=NC=2C=1.CCN(C(C)C)C(C)C. Product: [Cl:21][C:22]1[CH:27]=[CH:26][C:25]([CH:28]([C:30]2[CH:31]=[CH:32][CH:33]=[CH:34][CH:35]=2)[NH:29][C:18](=[O:20])[CH2:17][C:14]2[CH:13]=[CH:12][C:11]([O:10][CH2:9][C:8]3[C:3]([CH3:2])=[N:4][CH:5]=[CH:6][CH:7]=3)=[CH:16][CH:15]=2)=[CH:24][C:23]=1[CH3:36]. The catalyst class is: 46. (3) Reactant: [H-].[Na+].[C:3](=[N:6][OH:7])([NH2:5])[CH3:4].CO[C:10]([C:12]1[O:27][C:15]2=[CH:16][CH:17]=[C:18]3[C:22]([N:21]([CH2:23][C@@H:24]([NH2:26])[CH3:25])[N:20]=[CH:19]3)=[C:14]2[CH:13]=1)=O.[C:28]([OH:35])(=[O:34])/[CH:29]=[CH:30]/[C:31]([OH:33])=[O:32]. Product: [C:28]([OH:35])(=[O:34])/[CH:29]=[CH:30]/[C:31]([OH:33])=[O:32].[CH3:25][C@H:24]([NH2:26])[CH2:23][N:21]1[C:22]2[C:18](=[CH:17][CH:16]=[C:15]3[O:27][C:12]([C:10]4[O:7][N:6]=[C:3]([CH3:4])[N:5]=4)=[CH:13][C:14]3=2)[CH:19]=[N:20]1. The catalyst class is: 92. (4) Reactant: CC1C=C(C)C=C(C)C=1S([O-])(=O)=O.[NH2:14][N+:15]1[CH:20]=[CH:19][C:18]([O:21][CH3:22])=[CH:17][CH:16]=1.C(=O)([O-])[O-].[K+].[K+].[C:29]1([C:35]#[C:36][C:37]([O:39][CH3:40])=[O:38])[CH:34]=[CH:33][CH:32]=[CH:31][CH:30]=1.O. Product: [CH3:22][O:21][C:18]1[CH:19]=[CH:20][N:15]2[N:14]=[C:35]([C:29]3[CH:34]=[CH:33][CH:32]=[CH:31][CH:30]=3)[C:36]([C:37]([O:39][CH3:40])=[O:38])=[C:16]2[CH:17]=1. The catalyst class is: 213. (5) Reactant: [NH2:1][C:2]1[N:7]=[CH:6][N:5]=[C:4]2[N:8]([CH:12]([C:14]3[CH:21]=[C:20]([Cl:22])[C:17]([C:18]#[N:19])=[C:16]([CH:23]4[CH2:26][NH:25][CH2:24]4)[C:15]=3[O:27][CH3:28])[CH3:13])[N:9]=[C:10]([CH3:11])[C:3]=12.C([BH3-])#N.[Na+].[CH3:33][C:34]([CH2:36][OH:37])=O.C(O)(=O)C. Product: [NH2:1][C:2]1[N:7]=[CH:6][N:5]=[C:4]2[N:8]([CH:12]([C:14]3[CH:21]=[C:20]([Cl:22])[C:17]([C:18]#[N:19])=[C:16]([CH:23]4[CH2:24][N:25]([CH:34]([CH3:33])[CH2:36][OH:37])[CH2:26]4)[C:15]=3[O:27][CH3:28])[CH3:13])[N:9]=[C:10]([CH3:11])[C:3]=12. The catalyst class is: 5. (6) Reactant: [Cl:1][C:2]1[CH:7]=[CH:6][C:5]([C:8]2[N:12]([CH2:13][C@H:14]([OH:19])[C:15]([F:18])([F:17])[F:16])[C:11](=[O:20])[N:10]([CH2:21][C:22]([O:24]C)=[O:23])[N:9]=2)=[CH:4][CH:3]=1.[OH-].[Li+]. The catalyst class is: 24. Product: [Cl:1][C:2]1[CH:7]=[CH:6][C:5]([C:8]2[N:12]([CH2:13][C@H:14]([OH:19])[C:15]([F:18])([F:16])[F:17])[C:11](=[O:20])[N:10]([CH2:21][C:22]([OH:24])=[O:23])[N:9]=2)=[CH:4][CH:3]=1.